This data is from Forward reaction prediction with 1.9M reactions from USPTO patents (1976-2016). The task is: Predict the product of the given reaction. (1) The product is: [N:6]([C:5]1[CH:7]=[CH:8][C:2]([Cl:1])=[CH:3][C:4]=1[CH:9]1[CH2:11][CH2:10]1)=[N+:16]=[N-:17]. Given the reactants [Cl:1][C:2]1[CH:8]=[CH:7][C:5]([NH2:6])=[C:4]([CH:9]2[CH2:11][CH2:10]2)[CH:3]=1.N([O-])=O.[Na+].[N-:16]=[N+:17]=[N-].[Na+].[OH-].[Na+], predict the reaction product. (2) The product is: [OH:12][N:3]1[C:2](=[O:19])[CH:7]=[CH:6][C:5]([C:8]([O:10][CH3:11])=[O:9])=[CH:4]1. Given the reactants Cl[C:2]1[CH:7]=[CH:6][C:5]([C:8]([O:10][CH3:11])=[O:9])=[CH:4][N+:3]=1[O-:12].CC#N.FC(F)(F)C(OC(=O)C(F)(F)F)=[O:19].C([O-])(O)=O.[Na+], predict the reaction product. (3) The product is: [NH2:32][C@H:28]1[CH2:29][CH2:30][CH2:31][N:26]([C:18]2[C:17]([NH:16][C:14]([C:12]3[N:13]=[C:9]([C:3]4[C:4]([F:8])=[CH:5][CH:6]=[CH:7][C:2]=4[F:1])[S:10][CH:11]=3)=[O:15])=[CH:22][N:21]=[C:20]3[CH2:23][CH2:24][CH2:25][C:19]=23)[CH2:27]1. Given the reactants [F:1][C:2]1[CH:7]=[CH:6][CH:5]=[C:4]([F:8])[C:3]=1[C:9]1[S:10][CH:11]=[C:12]([C:14]([NH:16][C:17]2[C:18]([N:26]3[CH2:31][CH2:30][CH2:29][C@H:28]([NH:32]C(=O)OC(C)(C)C)[CH2:27]3)=[C:19]3[CH2:25][CH2:24][CH2:23][C:20]3=[N:21][CH:22]=2)=[O:15])[N:13]=1.C(O)(C(F)(F)F)=O, predict the reaction product. (4) Given the reactants Br[C:2]1[CH:11]=[CH:10][C:5]2[C:6](=[O:9])[O:7][CH2:8][C:4]=2[CH:3]=1.[CH3:12][C:13]1([CH3:29])[C:17]([CH3:19])([CH3:18])[O:16][B:15]([B:15]2[O:16][C:17]([CH3:19])([CH3:18])[C:13]([CH3:29])([CH3:12])[O:14]2)[O:14]1.C([O-])(=O)C.[K+].O, predict the reaction product. The product is: [CH3:12][C:13]1([CH3:29])[C:17]([CH3:19])([CH3:18])[O:16][B:15]([C:2]2[CH:11]=[CH:10][C:5]3[C:6](=[O:9])[O:7][CH2:8][C:4]=3[CH:3]=2)[O:14]1. (5) Given the reactants Cl([O-])(=O)(=O)=[O:2].[Li+].[Cl:7][C:8]1[CH:13]=[C:12]([C@@H:14]([NH2:16])[CH3:15])[CH:11]=[CH:10][N:9]=1.[CH3:17][C:18]1(O[CH2:20]1)[CH3:19].[OH-:22].[Na+].CC[O:26][CH2:27][CH3:28], predict the reaction product. The product is: [Cl:7][C:8]1[CH:13]=[C:12]([C@@H:14]([N:16]2[CH2:20][C:18]([CH3:17])([CH3:19])[O:22][C:27](=[O:26])[C:28]2=[O:2])[CH3:15])[CH:11]=[CH:10][N:9]=1. (6) Given the reactants [N+:1]([C:4]1[CH:5]=[C:6]2[C:10](=[CH:11][CH:12]=1)[NH:9][CH:8]=[CH:7]2)([O-:3])=[O:2].Cl.Cl[CH2:15][C:16]1[CH:21]=[CH:20][CH:19]=[CH:18][N:17]=1.C(=O)([O-])[O-].[K+].[K+].O, predict the reaction product. The product is: [N+:1]([C:4]1[CH:5]=[C:6]2[C:10](=[CH:11][CH:12]=1)[N:9]([CH2:15][C:16]1[CH:21]=[CH:20][CH:19]=[CH:18][N:17]=1)[CH:8]=[CH:7]2)([O-:3])=[O:2].